From a dataset of Forward reaction prediction with 1.9M reactions from USPTO patents (1976-2016). Predict the product of the given reaction. Given the reactants [F:1][C:2]1[CH:7]=[C:6]([N+:8]([O-])=O)[CH:5]=[CH:4][C:3]=1[C:11]1[CH2:16][CH2:15][N:14]([C:17]([O:19][C:20]([CH3:23])([CH3:22])[CH3:21])=[O:18])[CH2:13][CH:12]=1, predict the reaction product. The product is: [NH2:8][C:6]1[CH:5]=[CH:4][C:3]([CH:11]2[CH2:16][CH2:15][N:14]([C:17]([O:19][C:20]([CH3:22])([CH3:21])[CH3:23])=[O:18])[CH2:13][CH2:12]2)=[C:2]([F:1])[CH:7]=1.